From a dataset of NCI-60 drug combinations with 297,098 pairs across 59 cell lines. Regression. Given two drug SMILES strings and cell line genomic features, predict the synergy score measuring deviation from expected non-interaction effect. (1) Drug 1: C1=C(C(=O)NC(=O)N1)N(CCCl)CCCl. Drug 2: CN1C(=O)N2C=NC(=C2N=N1)C(=O)N. Cell line: IGROV1. Synergy scores: CSS=23.0, Synergy_ZIP=-0.384, Synergy_Bliss=-2.61, Synergy_Loewe=-13.3, Synergy_HSA=-3.72. (2) Drug 1: C1C(C(OC1N2C=C(C(=O)NC2=O)F)CO)O. Drug 2: CS(=O)(=O)CCNCC1=CC=C(O1)C2=CC3=C(C=C2)N=CN=C3NC4=CC(=C(C=C4)OCC5=CC(=CC=C5)F)Cl. Cell line: MOLT-4. Synergy scores: CSS=30.7, Synergy_ZIP=-1.90, Synergy_Bliss=-4.14, Synergy_Loewe=-5.35, Synergy_HSA=-5.24.